Dataset: NCI-60 drug combinations with 297,098 pairs across 59 cell lines. Task: Regression. Given two drug SMILES strings and cell line genomic features, predict the synergy score measuring deviation from expected non-interaction effect. Drug 1: CCN(CC)CCNC(=O)C1=C(NC(=C1C)C=C2C3=C(C=CC(=C3)F)NC2=O)C. Drug 2: CC1=C(N=C(N=C1N)C(CC(=O)N)NCC(C(=O)N)N)C(=O)NC(C(C2=CN=CN2)OC3C(C(C(C(O3)CO)O)O)OC4C(C(C(C(O4)CO)O)OC(=O)N)O)C(=O)NC(C)C(C(C)C(=O)NC(C(C)O)C(=O)NCCC5=NC(=CS5)C6=NC(=CS6)C(=O)NCCC[S+](C)C)O. Cell line: TK-10. Synergy scores: CSS=6.18, Synergy_ZIP=-3.12, Synergy_Bliss=1.39, Synergy_Loewe=-11.2, Synergy_HSA=-3.20.